From a dataset of Forward reaction prediction with 1.9M reactions from USPTO patents (1976-2016). Predict the product of the given reaction. (1) The product is: [Ca+2:35].[CH3:1][N:2]1[C:10]2[C:9](=[O:11])[N:8]([CH2:12][CH2:13][O:14][C:15]3[CH:20]=[CH:19][C:18]([CH2:21][CH:22]([O:26][CH2:27][CH3:28])[C:23]([O-:25])=[O:24])=[CH:17][CH:16]=3)[C:7]([CH2:29][CH3:30])=[N:6][C:5]=2[C:4]([CH2:31][CH2:32][CH3:33])=[N:3]1.[CH3:1][N:2]1[C:10]2[C:9](=[O:11])[N:8]([CH2:12][CH2:13][O:14][C:15]3[CH:20]=[CH:19][C:18]([CH2:21][CH:22]([O:26][CH2:27][CH3:28])[C:23]([O-:25])=[O:24])=[CH:17][CH:16]=3)[C:7]([CH2:29][CH3:30])=[N:6][C:5]=2[C:4]([CH2:31][CH2:32][CH3:33])=[N:3]1.[CH3:1][N:2]1[C:10]2[C:9](=[O:11])[N:8]([CH2:12][CH2:13][O:14][C:15]3[CH:20]=[CH:19][C:18]([CH2:21][CH:22]([O:26][CH2:27][CH3:28])[C:23]([OH:25])=[O:24])=[CH:17][CH:16]=3)[C:7]([CH2:29][CH3:30])=[N:6][C:5]=2[C:4]([CH2:31][CH2:32][CH3:33])=[N:3]1. Given the reactants [CH3:1][N:2]1[C:10]2[C:9](=[O:11])[N:8]([CH2:12][CH2:13][O:14][C:15]3[CH:20]=[CH:19][C:18]([CH2:21][CH:22]([O:26][CH2:27][CH3:28])[C:23]([OH:25])=[O:24])=[CH:17][CH:16]=3)[C:7]([CH2:29][CH3:30])=[N:6][C:5]=2[C:4]([CH2:31][CH2:32][CH3:33])=[N:3]1.[OH-].[Ca+2:35].[OH-], predict the reaction product. (2) Given the reactants [N:1]1([C:7]2[N:12]=[CH:11][NH:10][C:9](=[O:13])[CH:8]=2)[CH2:6][CH2:5][NH:4][CH2:3][CH2:2]1.[Cl:14][C:15]1[CH:22]=[CH:21][C:20]([C:23]([F:26])([F:25])[F:24])=[CH:19][C:16]=1[CH:17]=O, predict the reaction product. The product is: [Cl:14][C:15]1[CH:22]=[CH:21][C:20]([C:23]([F:24])([F:25])[F:26])=[CH:19][C:16]=1[CH2:17][N:4]1[CH2:5][CH2:6][N:1]([C:7]2[N:12]=[CH:11][NH:10][C:9](=[O:13])[CH:8]=2)[CH2:2][CH2:3]1. (3) Given the reactants C([O:4][C@@H:5]1[C@@H:19]([O:20][C:21](=[O:28])[C:22]2[CH:27]=[CH:26][CH:25]=[CH:24][CH:23]=2)[C@@H:18]([O:29][C:30](=[O:37])[C:31]2[CH:36]=[CH:35][CH:34]=[CH:33][CH:32]=2)[C@@H:17]([CH2:38][O:39][C:40](=[O:47])[C:41]2[CH:46]=[CH:45][CH:44]=[CH:43][CH:42]=2)[O:16][C@H:6]1[O:7][C:8]1[CH:13]=[CH:12][C:11]([O:14][CH3:15])=[CH:10][CH:9]=1)C=C, predict the reaction product. The product is: [C:21]([O:20][C@H:19]1[C@@H:18]([O:29][C:30](=[O:37])[C:31]2[CH:36]=[CH:35][CH:34]=[CH:33][CH:32]=2)[C@@H:17]([CH2:38][O:39][C:40](=[O:47])[C:41]2[CH:46]=[CH:45][CH:44]=[CH:43][CH:42]=2)[O:16][C@@H:6]([O:7][C:8]2[CH:13]=[CH:12][C:11]([O:14][CH3:15])=[CH:10][CH:9]=2)[C@@H:5]1[OH:4])(=[O:28])[C:22]1[CH:23]=[CH:24][CH:25]=[CH:26][CH:27]=1.